From a dataset of Full USPTO retrosynthesis dataset with 1.9M reactions from patents (1976-2016). Predict the reactants needed to synthesize the given product. (1) Given the product [CH3:31][O:30][C:25]1[CH:26]=[CH:27][CH:28]=[CH:29][C:24]=1[C:9]1[CH:10]=[CH:11][C:12]([C:15]2[CH:20]=[N:19][C:18]([NH2:21])=[N:17][CH:16]=2)=[N:13][CH:14]=1, predict the reactants needed to synthesize it. The reactants are: CC1(C)C(C)(C)OB([C:9]2[CH:10]=[CH:11][C:12]([C:15]3[CH:16]=[N:17][C:18]([NH2:21])=[N:19][CH:20]=3)=[N:13][CH:14]=2)O1.Br[C:24]1[CH:29]=[CH:28][CH:27]=[CH:26][C:25]=1[O:30][CH3:31]. (2) Given the product [CH2:36]([O:35][C:28]1[CH:27]=[C:24]([CH:23]=[C:22]([O:21][CH2:19][CH3:20])[C:29]=1[N:30]1[CH:34]=[N:39][CH:38]=[N:31]1)[CH2:25][N:1]1[CH2:2][CH2:3][CH:4]([NH:7][C:8]2[O:9][C:10]3[C:11]([CH2:17][OH:18])=[N:12][CH:13]=[CH:14][C:15]=3[N:16]=2)[CH2:5][CH2:6]1)[CH3:37], predict the reactants needed to synthesize it. The reactants are: [NH:1]1[CH2:6][CH2:5][CH:4]([NH:7][C:8]2[O:9][C:10]3[C:11]([CH2:17][OH:18])=[N:12][CH:13]=[CH:14][C:15]=3[N:16]=2)[CH2:3][CH2:2]1.[CH2:19]([O:21][C:22]1[CH:23]=[C:24]([CH:27]=[C:28]([O:35][CH2:36][CH3:37])[C:29]=1[N:30]1[CH:34]=CN=[N:31]1)[CH:25]=O)[CH3:20].[C:38]([BH3-])#[N:39].[Na+].C(N(C(C)C)C(C)C)C. (3) Given the product [S:10]1[C:6]([C:4](=[O:5])[CH3:15])=[CH:7][CH:8]2[S:13][CH:12]=[CH:11][CH:9]12, predict the reactants needed to synthesize it. The reactants are: CON(C)[C:4]([C:6]1[S:10][CH:9]2[CH:11]=[CH:12][S:13][CH:8]2[CH:7]=1)=[O:5].[CH3:15][Mg]Br. (4) Given the product [CH2:1]([C@@H:8]([NH:14][S:15]([C:18]1[CH:19]=[CH:20][C:21]([Cl:24])=[CH:22][CH:23]=1)(=[O:17])=[O:16])[C:9](=[O:13])[C:10]#[C:11][CH3:12])[C:2]1[CH:3]=[CH:4][CH:5]=[CH:6][CH:7]=1, predict the reactants needed to synthesize it. The reactants are: [CH2:1]([CH:8]([NH:14][S:15]([C:18]1[CH:23]=[CH:22][C:21]([Cl:24])=[CH:20][CH:19]=1)(=[O:17])=[O:16])[C:9](=[O:13])[CH2:10][CH2:11][CH3:12])[C:2]1[CH:7]=[CH:6][CH:5]=[CH:4][CH:3]=1.C([Mg]Br)#CC.O. (5) Given the product [Cl:1][C:2]1[C:7]([O:11][C:12]2[CH:20]=[CH:19][C:15]([C:16]([NH2:18])=[O:17])=[CH:14][CH:13]=2)=[N:6][CH:5]=[C:4]([CH:9]=[O:10])[CH:3]=1, predict the reactants needed to synthesize it. The reactants are: [Cl:1][C:2]1[CH:3]=[C:4]([CH:9]=[O:10])[CH:5]=[N:6][C:7]=1Cl.[OH:11][C:12]1[CH:20]=[CH:19][C:15]([C:16]([NH2:18])=[O:17])=[CH:14][CH:13]=1.C(=O)([O-])[O-].[K+].[K+]. (6) The reactants are: CS([CH2:5][CH2:6][CH2:7][CH2:8][CH2:9][C:10]([O:12][CH2:13][CH3:14])=[O:11])(=O)=O.[CH3:15][NH:16][CH3:17]. Given the product [CH3:15][N:16]([CH3:17])[CH2:5][CH2:6][CH2:7][CH2:8][CH2:9][C:10]([O:12][CH2:13][CH3:14])=[O:11], predict the reactants needed to synthesize it. (7) The reactants are: [NH2:1][C@@H:2]1[CH2:11][C:10]2[CH:9]=[C:8]([OH:12])[CH:7]=[CH:6][C:5]=2[CH2:4][CH2:3]1.[CH:13](=O)[C:14]1[CH:19]=[CH:18][CH:17]=[CH:16][CH:15]=1. Given the product [CH2:13]([NH:1][C@@H:2]1[CH2:11][C:10]2[CH:9]=[C:8]([OH:12])[CH:7]=[CH:6][C:5]=2[CH2:4][CH2:3]1)[C:14]1[CH:19]=[CH:18][CH:17]=[CH:16][CH:15]=1, predict the reactants needed to synthesize it.